From a dataset of Reaction yield outcomes from USPTO patents with 853,638 reactions. Predict the reaction yield, written as a fraction of the theoretical maximum amount of product (1.0 means a 100% yield; for example, 0.34 means a 34% yield). (1) The reactants are [CH:1]1([S:4]([C:7]2[CH:12]=[CH:11][C:10]([CH:13]([CH2:18][CH:19]3[CH2:24][CH2:23][O:22][CH2:21][CH2:20]3)[C:14](=[O:17])[CH:15]=[CH2:16])=[CH:9][CH:8]=2)(=[O:6])=[O:5])[CH2:3][CH2:2]1.[F:25][C:26]([F:37])([F:36])[CH:27]([C:29]1[S:33][C:32]([CH:34]=[O:35])=[N:31][CH:30]=1)[OH:28].C(N(CC)CC)C.O1CCCC1. The catalyst is [Cl-].C([N+]1C(C)=C(CCO)SC=1)C1C=CC=CC=1.C(O)C. The product is [CH:1]1([S:4]([C:7]2[CH:8]=[CH:9][C:10]([CH:13]([CH2:18][CH:19]3[CH2:24][CH2:23][O:22][CH2:21][CH2:20]3)[C:14](=[O:17])[CH2:15][CH2:16][C:34]([C:32]3[S:33][C:29]([CH:27]([OH:28])[C:26]([F:36])([F:25])[F:37])=[CH:30][N:31]=3)=[O:35])=[CH:11][CH:12]=2)(=[O:6])=[O:5])[CH2:3][CH2:2]1. The yield is 0.900. (2) The reactants are [OH:1][C@H:2]1[CH2:6][CH2:5][N:4]([C:7]([O:9][CH2:10][C:11]2[CH:16]=[CH:15][CH:14]=[CH:13][CH:12]=2)=[O:8])[CH2:3]1.C[N+]1([O-])CCOCC1. The catalyst is ClCCl.[Ru]([O-])(=O)(=O)=O.C([N+](CCC)(CCC)CCC)CC. The product is [O:1]=[C:2]1[CH2:6][CH2:5][N:4]([C:7]([O:9][CH2:10][C:11]2[CH:16]=[CH:15][CH:14]=[CH:13][CH:12]=2)=[O:8])[CH2:3]1. The yield is 0.880.